From a dataset of Forward reaction prediction with 1.9M reactions from USPTO patents (1976-2016). Predict the product of the given reaction. (1) Given the reactants [C:1]([C:3]1[CH:38]=[CH:37][C:6]([CH2:7][C@@:8]2([CH3:36])[N:12]3[C:13]([S:16]([N:19]4[CH2:23][CH2:22][CH2:21][C@H:20]4[C:24]([NH2:26])=[O:25])(=[O:18])=[O:17])=[CH:14][N:15]=[C:11]3[N:10]([C:27]3[CH:32]=[C:31]([Cl:33])[CH:30]=[C:29]([Cl:34])[CH:28]=3)[C:9]2=[O:35])=[CH:5][CH:4]=1)#[N:2].[C:39](OC(=O)C)(=[O:41])[CH3:40], predict the reaction product. The product is: [C:39]([NH:26][C:24]([C@@H:20]1[CH2:21][CH2:22][CH2:23][N:19]1[S:16]([C:13]1[N:12]2[C@@:8]([CH2:7][C:6]3[CH:37]=[CH:38][C:3]([C:1]#[N:2])=[CH:4][CH:5]=3)([CH3:36])[C:9](=[O:35])[N:10]([C:27]3[CH:28]=[C:29]([Cl:34])[CH:30]=[C:31]([Cl:33])[CH:32]=3)[C:11]2=[N:15][CH:14]=1)(=[O:18])=[O:17])=[O:25])(=[O:41])[CH3:40]. (2) Given the reactants O[C:2]1[N:3]=[N+:4]([O-:13])[C:5]2[CH:11]=[C:10]([OH:12])[CH:9]=[CH:8][C:6]=2[N:7]=1.CN(C=O)C.O=P(Cl)(Cl)[Cl:21], predict the reaction product. The product is: [Cl:21][C:2]1[N:3]=[N+:4]([O-:13])[C:5]2[CH:11]=[C:10]([OH:12])[CH:9]=[CH:8][C:6]=2[N:7]=1. (3) Given the reactants C(NC1C=CC(C2C=C3C(CN([C@@H](C(C)C)C(O)=O)C3=O)=CC=2)=CC=1)(=O)C1C=CC=CC=1.[Cl:33][C:34]1[CH:67]=[CH:66][C:37]([C:38]([NH:40][C:41]2[CH:46]=[CH:45][C:44]([C:47]3[CH:55]=[C:54]4[C:50]([CH2:51][N:52]([C@@H:57]([CH:62]([CH3:64])[CH3:63])[C:58]([O:60]C)=[O:59])[C:53]4=[O:56])=[CH:49][CH:48]=3)=[C:43]([F:65])[CH:42]=2)=[O:39])=[CH:36][CH:35]=1, predict the reaction product. The product is: [Cl:33][C:34]1[CH:35]=[CH:36][C:37]([C:38]([NH:40][C:41]2[CH:46]=[CH:45][C:44]([C:47]3[CH:55]=[C:54]4[C:50]([CH2:51][N:52]([C@@H:57]([CH:62]([CH3:64])[CH3:63])[C:58]([OH:60])=[O:59])[C:53]4=[O:56])=[CH:49][CH:48]=3)=[C:43]([F:65])[CH:42]=2)=[O:39])=[CH:66][CH:67]=1.